Predict the reactants needed to synthesize the given product. From a dataset of Full USPTO retrosynthesis dataset with 1.9M reactions from patents (1976-2016). (1) Given the product [F:12][C:13]1[CH:18]=[C:17]([F:19])[CH:16]=[CH:15][C:14]=1[C:2]1[CH:7]=[CH:6][C:5]([S:8]([NH2:11])(=[O:10])=[O:9])=[CH:4][CH:3]=1, predict the reactants needed to synthesize it. The reactants are: Cl[C:2]1[CH:7]=[CH:6][C:5]([S:8]([NH2:11])(=[O:10])=[O:9])=[CH:4][CH:3]=1.[F:12][C:13]1[CH:18]=[C:17]([F:19])[CH:16]=[CH:15][C:14]=1B(O)O.C([O-])([O-])=O.[K+].[K+]. (2) Given the product [Br-:42].[C:1]([C:3]1[CH:4]=[CH:5][C:6]([N:9]2[C:13]([C:14]3[C:15]([CH3:40])=[C:16]([C:30]4[CH:35]=[CH:34][CH:33]=[C:32]([C:36]([F:38])([F:37])[F:39])[CH:31]=4)[C:17]4[N:18]([N:20]=[C:21]([NH:23][C:24]([CH2:25][N+:26]([CH3:41])([CH3:28])[CH3:27])=[O:29])[N:22]=4)[CH:19]=3)=[CH:12][CH:11]=[N:10]2)=[CH:7][CH:8]=1)#[N:2], predict the reactants needed to synthesize it. The reactants are: [C:1]([C:3]1[CH:8]=[CH:7][C:6]([N:9]2[C:13]([C:14]3[C:15]([CH3:40])=[C:16]([C:30]4[CH:35]=[CH:34][CH:33]=[C:32]([C:36]([F:39])([F:38])[F:37])[CH:31]=4)[C:17]4[N:18]([N:20]=[C:21]([NH:23][C:24](=[O:29])[CH2:25][N:26]([CH3:28])[CH3:27])[N:22]=4)[CH:19]=3)=[CH:12][CH:11]=[N:10]2)=[CH:5][CH:4]=1)#[N:2].[CH3:41][Br:42]. (3) Given the product [Cl:12][C:11]1[C:2]([C:18]2[CH:26]=[CH:25][C:21]([C:22]([OH:24])=[O:23])=[CH:20][CH:19]=2)=[N:3][C:4]2[C:9]([CH:10]=1)=[CH:8][C:7]([O:13][CH3:14])=[CH:6][CH:5]=2, predict the reactants needed to synthesize it. The reactants are: Cl[C:2]1[C:11]([Cl:12])=[CH:10][C:9]2[C:4](=[CH:5][CH:6]=[C:7]([O:13][CH3:14])[CH:8]=2)[N:3]=1.B([C:18]1[CH:26]=[CH:25][C:21]([C:22]([OH:24])=[O:23])=[CH:20][CH:19]=1)(O)O. (4) Given the product [F:12][C:9]1[CH:10]=[CH:11][C:6]([O:5][CH2:4][C:3]([OH:17])=[O:2])=[CH:7][C:8]=1[C:13]([F:14])([F:15])[F:16], predict the reactants needed to synthesize it. The reactants are: C[O:2][C:3](=[O:17])[CH2:4][O:5][C:6]1[CH:11]=[CH:10][C:9]([F:12])=[C:8]([C:13]([F:16])([F:15])[F:14])[CH:7]=1.[OH-].[Na+]. (5) Given the product [CH:39]([O:38][C:19]1[C:20]2[C:24](=[O:25])[N:23]([CH2:26][C:27]3[CH:32]=[CH:31][C:30]([O:33][CH3:34])=[CH:29][C:28]=3[O:35][CH3:36])[C:22](=[O:37])[C:21]=2[C:12]([O:11][CH3:10])=[C:13]2[C:18]=1[N:17]=[CH:16][CH:15]=[CH:14]2)([C:46]1[CH:51]=[CH:50][CH:49]=[CH:48][CH:47]=1)[C:40]1[CH:45]=[CH:44][CH:43]=[CH:42][CH:41]=1, predict the reactants needed to synthesize it. The reactants are: C(=O)([O-])[O-].[K+].[K+].C(O[C:10](=O)[O:11][C:12]1[C:21]2[C:22](=[O:37])[N:23]([CH2:26][C:27]3[CH:32]=[CH:31][C:30]([O:33][CH3:34])=[CH:29][C:28]=3[O:35][CH3:36])[C:24](=[O:25])[C:20]=2[C:19]([O:38][CH:39]([C:46]2[CH:51]=[CH:50][CH:49]=[CH:48][CH:47]=2)[C:40]2[CH:45]=[CH:44][CH:43]=[CH:42][CH:41]=2)=[C:18]2[C:13]=1[CH:14]=[CH:15][CH:16]=[N:17]2)C.O.IC. (6) Given the product [CH:26]([O:52][C:50]([C:2]1[C:11]2[C:6](=[CH:7][C:8]([O:12][CH3:13])=[CH:9][CH:10]=2)[CH:5]=[C:4]([NH:14][C:15]2[CH:19]=[C:18]([CH3:20])[NH:17][N:16]=2)[N:3]=1)=[O:51])([CH3:25])[CH3:21], predict the reactants needed to synthesize it. The reactants are: Cl[C:2]1[C:11]2[C:6](=[CH:7][C:8]([O:12][CH3:13])=[CH:9][CH:10]=2)[CH:5]=[C:4]([NH:14][C:15]2[CH:19]=[C:18]([CH3:20])[NH:17][N:16]=2)[N:3]=1.[CH:21]1C=CC(P(C2C=CC=CC=2)CCCP(C2C=CC=CC=2)C2C=CC=CC=2)=[CH:25][CH:26]=1.[C:50]([O-])([O-:52])=[O:51].[Cs+].[Cs+].CC(O)C.